From a dataset of Catalyst prediction with 721,799 reactions and 888 catalyst types from USPTO. Predict which catalyst facilitates the given reaction. (1) Reactant: [NH2:1][C:2]1[CH:10]=[C:9]([O:11][CH3:12])[CH:8]=[CH:7][C:3]=1[C:4](O)=[O:5].[CH:13](N)=[NH:14]. Product: [CH3:12][O:11][C:9]1[CH:10]=[C:2]2[C:3]([C:4]([OH:5])=[N:14][CH:13]=[N:1]2)=[CH:7][CH:8]=1. The catalyst class is: 6. (2) Reactant: S(Cl)([Cl:3])=O.[OH:5][C:6]1[C:11](=[O:12])[CH:10]=[C:9]([CH:13]([OH:18])[C:14]([F:17])([F:16])[F:15])[N:8]([CH3:19])[C:7]=1[CH2:20]O.CO.[Cl:24]CCl. Product: [ClH:3].[Cl:24][CH2:20][C:7]1[N:8]([CH3:19])[C:9]([CH:13]([OH:18])[C:14]([F:17])([F:16])[F:15])=[CH:10][C:11](=[O:12])[C:6]=1[OH:5]. The catalyst class is: 10. (3) Reactant: [NH2:1][C:2]1[C:3]([O:18][CH3:19])=[C:4]([C:16]#[N:17])[C:5]([CH3:15])=[C:6]([C:9]2[CH:14]=[CH:13][CH:12]=[CH:11][CH:10]=2)[C:7]=1[F:8].[C:20](Cl)(=[O:25])[C:21]([CH3:24])([CH3:23])[CH3:22].Cl. Product: [C:16]([C:4]1[C:3]([O:18][CH3:19])=[C:2]([NH:1][C:20](=[O:25])[C:21]([CH3:24])([CH3:23])[CH3:22])[C:7]([F:8])=[C:6]([C:9]2[CH:14]=[CH:13][CH:12]=[CH:11][CH:10]=2)[C:5]=1[CH3:15])#[N:17]. The catalyst class is: 17. (4) Reactant: [C:1]([NH:11][CH2:12][CH2:13][C:14]([OH:16])=O)([O:3][CH2:4][C:5]1[CH:10]=[CH:9][CH:8]=[CH:7][CH:6]=1)=[O:2].C(N1C=CN=C1)(N1C=CN=C1)=O.C[S:30]([NH2:33])(=[O:32])=[O:31].[CH2:34]1CCN2C(=NCCC2)CC1. Product: [CH3:34][N:11]([C:1]([O:3][CH2:4][C:5]1[CH:6]=[CH:7][CH:8]=[CH:9][CH:10]=1)=[O:2])[CH2:12][CH2:13][C:14]([S:30]([NH2:33])(=[O:32])=[O:31])=[O:16]. The catalyst class is: 1. (5) Reactant: Br[CH2:2][C:3]1[C:11]2[C:6](=[N:7][CH:8]=[CH:9][CH:10]=2)[S:5][N:4]=1.CS(C)=[O:14]. Product: [S:5]1[C:6]2=[N:7][CH:8]=[CH:9][CH:10]=[C:11]2[C:3]([CH2:2][OH:14])=[N:4]1. The catalyst class is: 6. (6) Reactant: [CH2:1]([N:8]1[CH2:13][CH2:12][C@@H:11]([CH2:14][O:15][C:16]2[CH:21]=[CH:20][C:19]([CH:22]([CH3:24])[CH3:23])=[CH:18][CH:17]=2)[C@H:10]([NH:25][S:26]([CH2:29][CH3:30])(=[O:28])=[O:27])[CH2:9]1)[C:2]1C=CC=CC=1. Product: [CH2:1]([N:8]1[CH2:13][CH2:12][C@@H:11]([CH2:14][O:15][C:16]2[CH:21]=[CH:20][C:19]([CH:22]([CH3:24])[CH3:23])=[CH:18][CH:17]=2)[C@H:10]([NH:25][S:26]([CH2:29][CH3:30])(=[O:28])=[O:27])[CH2:9]1)[CH3:2]. The catalyst class is: 349.